This data is from Peptide-MHC class II binding affinity with 134,281 pairs from IEDB. The task is: Regression. Given a peptide amino acid sequence and an MHC pseudo amino acid sequence, predict their binding affinity value. This is MHC class II binding data. (1) The peptide sequence is ATAANAAPANDKFTV. The MHC is HLA-DPA10103-DPB10401 with pseudo-sequence HLA-DPA10103-DPB10401. The binding affinity (normalized) is 0. (2) The peptide sequence is EKTYFAATQFEPLAA. The MHC is HLA-DQA10301-DQB10302 with pseudo-sequence HLA-DQA10301-DQB10302. The binding affinity (normalized) is 0.513. (3) The peptide sequence is RIFGRRSIPVNEALA. The MHC is HLA-DQA10601-DQB10402 with pseudo-sequence HLA-DQA10601-DQB10402. The binding affinity (normalized) is 0.728. (4) The peptide sequence is AGCQTYKWETFLTSE. The MHC is HLA-DPA10201-DPB10101 with pseudo-sequence HLA-DPA10201-DPB10101. The binding affinity (normalized) is 0.544. (5) The peptide sequence is QCQKLLWQLNGRLEY. The MHC is DRB1_0802 with pseudo-sequence DRB1_0802. The binding affinity (normalized) is 0.276.